This data is from Forward reaction prediction with 1.9M reactions from USPTO patents (1976-2016). The task is: Predict the product of the given reaction. (1) Given the reactants [Cl:1][C:2]1[C:3]([C:14]2[CH:24]=[CH:23][C:17]([C:18]([O:20]CC)=[O:19])=[CH:16][CH:15]=2)=[N:4][C:5]([C:8]2[CH:13]=[CH:12][CH:11]=[CH:10][CH:9]=2)=[CH:6][CH:7]=1.[OH-].[Na+].O1CCCC1.Cl, predict the reaction product. The product is: [Cl:1][C:2]1[C:3]([C:14]2[CH:15]=[CH:16][C:17]([C:18]([OH:20])=[O:19])=[CH:23][CH:24]=2)=[N:4][C:5]([C:8]2[CH:9]=[CH:10][CH:11]=[CH:12][CH:13]=2)=[CH:6][CH:7]=1. (2) Given the reactants [Br:1][C:2]1[C:3](=[O:23])[CH2:4][CH2:5][C:6]2([CH2:19][CH2:20][CH2:21][CH3:22])[C:14]=1[C:13]1[C:8](=[C:9]([Cl:18])[C:10]([O:16]C)=[C:11]([F:15])[CH:12]=1)[CH2:7]2.B(Br)(Br)Br, predict the reaction product. The product is: [Br:1][C:2]1[C:3](=[O:23])[CH2:4][CH2:5][C:6]2([CH2:19][CH2:20][CH2:21][CH3:22])[C:14]=1[C:13]1[C:8](=[C:9]([Cl:18])[C:10]([OH:16])=[C:11]([F:15])[CH:12]=1)[CH2:7]2. (3) Given the reactants [F:1][CH2:2][CH2:3][N:4]1[CH2:9][CH2:8][CH:7]([NH:10][C:11]2[CH:16]=[CH:15][C:14]([NH2:17])=[CH:13][CH:12]=2)[CH2:6][CH2:5]1.Cl[C:19]1[N:28]=[CH:27][C:26]2[C:21](=[C:22]([C:29]3[CH:30]=[C:31]([NH:35][C:36](=[O:39])[CH:37]=[CH2:38])[CH:32]=[CH:33][CH:34]=3)[CH:23]=[CH:24][CH:25]=2)[N:20]=1.C(O)(C(F)(F)F)=O, predict the reaction product. The product is: [F:1][CH2:2][CH2:3][N:4]1[CH2:9][CH2:8][CH:7]([NH:10][C:11]2[CH:12]=[CH:13][C:14]([NH:17][C:19]3[N:28]=[CH:27][C:26]4[C:21](=[C:22]([C:29]5[CH:30]=[C:31]([NH:35][C:36](=[O:39])[CH:37]=[CH2:38])[CH:32]=[CH:33][CH:34]=5)[CH:23]=[CH:24][CH:25]=4)[N:20]=3)=[CH:15][CH:16]=2)[CH2:6][CH2:5]1.